This data is from Forward reaction prediction with 1.9M reactions from USPTO patents (1976-2016). The task is: Predict the product of the given reaction. (1) Given the reactants Br[C:2]1[CH:7]=[CH:6][CH:5]=[CH:4][C:3]=1/[CH:8]=[CH:9]/[C:10]([O:12][CH2:13][CH3:14])=[O:11].[O:15]=[C:16]1[NH:20][CH2:19][CH2:18][N:17]1[C:21]([O:23][C:24]([CH3:27])([CH3:26])[CH3:25])=[O:22].[O-]P([O-])([O-])=O.[K+].[K+].[K+].CN[C@@H]1CCCC[C@H]1NC, predict the reaction product. The product is: [CH2:13]([O:12][C:10](=[O:11])/[CH:9]=[CH:8]/[C:3]1[CH:4]=[CH:5][CH:6]=[CH:7][C:2]=1[N:20]1[CH2:19][CH2:18][N:17]([C:21]([O:23][C:24]([CH3:26])([CH3:25])[CH3:27])=[O:22])[C:16]1=[O:15])[CH3:14]. (2) Given the reactants [NH:1]1[C@H:5]([C:6]([O:8][CH2:9][CH3:10])=[O:7])[CH2:4][CH2:3][C:2]1=[O:11].[CH3:12][C:13]([O:16][C:17](O[C:17]([O:16][C:13]([CH3:15])([CH3:14])[CH3:12])=[O:18])=[O:18])([CH3:15])[CH3:14].C(N(CC)CC)C, predict the reaction product. The product is: [C:13]([O:16][C:17]([N:1]1[C@H:5]([C:6]([O:8][CH2:9][CH3:10])=[O:7])[CH2:4][CH2:3][C:2]1=[O:11])=[O:18])([CH3:15])([CH3:14])[CH3:12]. (3) Given the reactants [Cl:1][C:2]1[C:9]([CH3:10])=[C:8]([NH:11][C@@H:12]([C:16]2[O:17][C:18]([C:21]3[CH:26]=[CH:25][C:24]([C:27]#[N:28])=[CH:23][CH:22]=3)=[N:19][N:20]=2)[C@@H:13]([OH:15])[CH3:14])[CH:7]=[CH:6][C:3]=1[C:4]#[N:5].N1C=CC=CC=1.[C:35](Cl)(=[O:38])[CH2:36][CH3:37], predict the reaction product. The product is: [C:35]([O:15][C@@H:13]([CH3:14])[C@@H:12]([NH:11][C:8]1[CH:7]=[CH:6][C:3]([C:4]#[N:5])=[C:2]([Cl:1])[C:9]=1[CH3:10])[C:16]1[O:17][C:18]([C:21]2[CH:22]=[CH:23][C:24]([C:27]#[N:28])=[CH:25][CH:26]=2)=[N:19][N:20]=1)(=[O:38])[CH2:36][CH3:37]. (4) Given the reactants [CH3:1][O:2][C:3](=[O:17])[CH2:4][C:5]1[N:6]=[C:7]([C:10]2[CH:15]=[CH:14][C:13]([OH:16])=[CH:12][CH:11]=2)[O:8][CH:9]=1.C(=O)([O-])[O-].[K+].[K+].Br[CH2:25][CH2:26][Cl:27], predict the reaction product. The product is: [Cl:27][CH2:26][CH2:25][O:16][C:13]1[CH:14]=[CH:15][C:10]([C:7]2[O:8][CH:9]=[C:5]([CH2:4][C:3]([O:2][CH3:1])=[O:17])[N:6]=2)=[CH:11][CH:12]=1. (5) Given the reactants [CH3:1][O:2][C:3]1[CH:11]=[CH:10][CH:9]=[C:8]2[C:4]=1[C:5](=[O:18])[N:6]([CH2:13][C:14]([O:16]C)=[O:15])[C:7]2=[O:12].Cl, predict the reaction product. The product is: [CH3:1][O:2][C:3]1[CH:11]=[CH:10][CH:9]=[C:8]2[C:4]=1[C:5](=[O:18])[N:6]([CH2:13][C:14]([OH:16])=[O:15])[C:7]2=[O:12]. (6) Given the reactants [Cl:1][C:2]1[CH:7]=[CH:6][N:5]=[C:4]([O:8]C)[C:3]=1[C:10]1[NH:26][C:13]2=[CH:14][C:15]3[C:16](=[O:25])[N:17]([CH:22]([CH3:24])[CH3:23])[C:18](=[O:21])[C:19]=3[CH:20]=[C:12]2[N:11]=1.Cl, predict the reaction product. The product is: [Cl:1][C:2]1[CH:7]=[CH:6][NH:5][C:4](=[O:8])[C:3]=1[C:10]1[NH:11][C:12]2=[CH:20][C:19]3[C:18](=[O:21])[N:17]([CH:22]([CH3:23])[CH3:24])[C:16](=[O:25])[C:15]=3[CH:14]=[C:13]2[N:26]=1. (7) The product is: [Br:12][C:13]1[CH:14]=[C:15]([CH:16]=[CH:17][CH:18]=1)[O:1][C:2]1[CH:3]=[C:4]([CH2:9][C:10]#[N:11])[CH:5]=[CH:6][C:7]=1[Cl:29]. Given the reactants [OH:1][C:2]1[CH:3]=[C:4]([CH2:9][C:10]#[N:11])[CH:5]=[CH:6][C:7]=1C.[Br:12][C:13]1[CH:14]=[C:15](B(O)O)[CH:16]=[CH:17][CH:18]=1.N1C=CC=CC=1.C(Cl)[Cl:29], predict the reaction product. (8) Given the reactants [F:1][C:2]1[CH:7]=[CH:6][C:5]([C:8]([CH3:12])([CH3:11])[CH2:9][NH2:10])=[CH:4][CH:3]=1.C[CH2:14][N:15]([CH:19](C)C)C(C)C.ClN1C=C(Cl)[S:25][NH:24]1.C(Cl)[Cl:30], predict the reaction product. The product is: [Cl:30][C:19]1[N:15]=[C:14]([NH:10][CH2:9][C:8]([C:5]2[CH:4]=[CH:3][C:2]([F:1])=[CH:7][CH:6]=2)([CH3:12])[CH3:11])[S:25][N:24]=1. (9) Given the reactants [CH3:1][O:2][C:3](=[O:22])[CH:4](P(OC)(OC)=O)[NH:5][C:6]([O:8][CH2:9][C:10]1[CH:15]=[CH:14][CH:13]=[CH:12][CH:11]=1)=[O:7].C1CCN2C(=NCCC2)CC1.[F:34][C:35]([F:41])([F:40])[CH2:36][CH2:37][CH:38]=O, predict the reaction product. The product is: [F:34][C:35]([F:41])([F:40])[CH2:36][CH2:37]/[CH:38]=[C:4](/[NH:5][C:6]([O:8][CH2:9][C:10]1[CH:11]=[CH:12][CH:13]=[CH:14][CH:15]=1)=[O:7])\[C:3]([O:2][CH3:1])=[O:22]. (10) Given the reactants [C:1]1([C:13]2[C:14](=[O:28])[NH:15][C:16](=S)[C:17]=2[C:18]2[C:26]3[C:21](=[CH:22][CH:23]=[CH:24][CH:25]=3)[NH:20][CH:19]=2)[C:11]2=[C:12]3[C:7](=[CH:8][CH:9]=[CH:10]2)[CH2:6][CH2:5][CH2:4][N:3]3[CH:2]=1, predict the reaction product. The product is: [C:1]1([C:13]2[C:14](=[O:28])[NH:15][CH2:16][C:17]=2[C:18]2[C:26]3[C:21](=[CH:22][CH:23]=[CH:24][CH:25]=3)[NH:20][CH:19]=2)[C:11]2=[C:12]3[C:7](=[CH:8][CH:9]=[CH:10]2)[CH2:6][CH2:5][CH2:4][N:3]3[CH:2]=1.